This data is from TCR-epitope binding with 47,182 pairs between 192 epitopes and 23,139 TCRs. The task is: Binary Classification. Given a T-cell receptor sequence (or CDR3 region) and an epitope sequence, predict whether binding occurs between them. (1) The epitope is RISNCVADY. The TCR CDR3 sequence is CASSFYPGELFF. Result: 0 (the TCR does not bind to the epitope). (2) The epitope is RLYYDSMSY. The TCR CDR3 sequence is CASSPTGPFYGYTF. Result: 0 (the TCR does not bind to the epitope). (3) The epitope is KLGGALQAK. The TCR CDR3 sequence is CASSIFGGQIYEQYF. Result: 0 (the TCR does not bind to the epitope). (4) The epitope is IVTDFSVIK. Result: 0 (the TCR does not bind to the epitope). The TCR CDR3 sequence is CASSVGGDPYNEQFF. (5) The epitope is GILGFVFTL. The TCR CDR3 sequence is CASSFTLNTEAFF. Result: 1 (the TCR binds to the epitope). (6) The epitope is QARQMVQAMRTIGTHP. The TCR CDR3 sequence is CASSSPTGSRNTEAFF. Result: 0 (the TCR does not bind to the epitope).